From a dataset of CYP3A4 inhibition data for predicting drug metabolism from PubChem BioAssay. Regression/Classification. Given a drug SMILES string, predict its absorption, distribution, metabolism, or excretion properties. Task type varies by dataset: regression for continuous measurements (e.g., permeability, clearance, half-life) or binary classification for categorical outcomes (e.g., BBB penetration, CYP inhibition). Dataset: cyp3a4_veith. (1) The molecule is CC(CC(=O)Nc1ccc(Cl)c([N+](=O)[O-])c1)c1ccccc1. The result is 1 (inhibitor). (2) The molecule is CC(C)Cn1c(N)c(C(=O)CSc2ccc3c(c2)OCCO3)c(=O)n(C)c1=O. The result is 1 (inhibitor). (3) The molecule is NC(=O)c1ccc(-c2ncc(-c3ccccc3)o2)cc1. The result is 0 (non-inhibitor). (4) The drug is CC(=C/c1ccccc1)/C=N/n1cnnc1. The result is 1 (inhibitor). (5) The drug is Cc1ccc(S(=O)(=O)N(Cc2ccccc2)c2ccccc2C(=O)NCc2ccco2)cc1. The result is 1 (inhibitor). (6) The compound is CN(C)CCCN1CCC2(CCC(C(C)(C)C)CC2)CC1. The result is 0 (non-inhibitor).